Dataset: Forward reaction prediction with 1.9M reactions from USPTO patents (1976-2016). Task: Predict the product of the given reaction. (1) Given the reactants [CH2:1]([O:8][C:9]1[C:10]([CH3:36])=[C:11](C2(C([O-])=O)CN(C(OCC3C=CC=CC=3)=O)C2)[C:12]([C:15](=[O:18])[CH2:16][CH3:17])=[CH:13][CH:14]=1)[C:2]1[CH:7]=[CH:6][CH:5]=[CH:4][CH:3]=1.[H-].[Na+].[C:39]([OH:42])(=O)[CH3:40].Cl.[CH3:44][N:45]([CH3:48])[CH:46]=[O:47], predict the reaction product. The product is: [CH2:1]([O:8][C:9]1[C:10]([CH3:36])=[C:11]2[C:12]([C:15](=[O:18])[C:16]([CH3:17])=[C:1]([CH:2]3[CH2:48][N:45]([C:46]([O:42][CH2:39][C:40]4[CH:7]=[CH:6][CH:5]=[CH:4][CH:3]=4)=[O:47])[CH2:44]3)[O:8]2)=[CH:13][CH:14]=1)[C:2]1[CH:3]=[CH:4][CH:5]=[CH:6][CH:7]=1. (2) Given the reactants [CH2:1]([N:8]1[C:16]2[C:11](=[CH:12][CH:13]=[C:14]([Cl:17])[CH:15]=2)[C:10]([O:18][C:19]2[CH:20]=[C:21]([CH2:25]O)[CH:22]=[CH:23][CH:24]=2)=[C:9]1[CH3:27])[C:2]1[CH:7]=[CH:6][CH:5]=[CH:4][CH:3]=1.[CH:28]([N:31](CC)C(C)C)(C)C.CS(Cl)(=O)=O.[C-]#N.[Na+], predict the reaction product. The product is: [CH2:1]([N:8]1[C:16]2[C:11](=[CH:12][CH:13]=[C:14]([Cl:17])[CH:15]=2)[C:10]([O:18][C:19]2[CH:20]=[C:21]([CH2:25][C:28]#[N:31])[CH:22]=[CH:23][CH:24]=2)=[C:9]1[CH3:27])[C:2]1[CH:7]=[CH:6][CH:5]=[CH:4][CH:3]=1. (3) Given the reactants [Si:1]([O:18][CH2:19][CH:20](O)[CH2:21][N:22]1[CH:26]=[CH:25][N:24]=[C:23]1[CH2:27][OH:28])([C:14]([CH3:17])([CH3:16])[CH3:15])([C:8]1[CH:13]=[CH:12][CH:11]=[CH:10][CH:9]=1)[C:2]1[CH:7]=[CH:6][CH:5]=[CH:4][CH:3]=1.O1CCCC1.[H-].[Na+].C(=O)(O)[O-].[Na+], predict the reaction product. The product is: [C:14]([Si:1]([O:18][CH2:19][CH:20]1[O:28][CH2:27][C:23]2=[N:24][CH:25]=[CH:26][N:22]2[CH2:21]1)([C:8]1[CH:9]=[CH:10][CH:11]=[CH:12][CH:13]=1)[C:2]1[CH:3]=[CH:4][CH:5]=[CH:6][CH:7]=1)([CH3:17])([CH3:15])[CH3:16]. (4) Given the reactants [CH3:1][O:2][C:3]1[N:8]=[C:7]2[S:9][C:10]([NH2:12])=[N:11][C:6]2=[CH:5][CH:4]=1.[C:13]([C:21]1[CH:29]=[CH:28][C:24]([C:25](O)=[O:26])=[CH:23][CH:22]=1)(=[O:20])[C:14]1[CH:19]=[CH:18][CH:17]=[CH:16][CH:15]=1.CN(C(ON1N=NC2C=CC=CC1=2)=[N+](C)C)C.[B-](F)(F)(F)F.C(N(CC)CC)C, predict the reaction product. The product is: [C:13]([C:21]1[CH:22]=[CH:23][C:24]([C:25]([NH:12][C:10]2[S:9][C:7]3[C:6]([N:11]=2)=[CH:5][CH:4]=[C:3]([O:2][CH3:1])[N:8]=3)=[O:26])=[CH:28][CH:29]=1)(=[O:20])[C:14]1[CH:15]=[CH:16][CH:17]=[CH:18][CH:19]=1. (5) Given the reactants [CH2:1]=O.[NH2:3][C:4]1[CH:9]=[CH:8][CH:7]=[CH:6][C:5]=1[SH:10], predict the reaction product. The product is: [S:10]1[C:5]2[CH:6]=[CH:7][CH:8]=[CH:9][C:4]=2[NH:3][CH2:1]1. (6) Given the reactants C[O:2][C:3]([C:5]1[C:9]([CH3:10])=[C:8]([C:11]2[CH:16]=[C:15]([C:17]([F:20])([F:19])[F:18])[CH:14]=[C:13]([C:21]([F:24])([F:23])[F:22])[CH:12]=2)[N:7]([CH2:25][CH:26]2[CH2:31][CH2:30][CH2:29][CH2:28][CH2:27]2)[C:6]=1[CH3:32])=O.[N:33]1([NH2:39])[CH2:38][CH2:37][CH2:36][CH2:35][CH2:34]1, predict the reaction product. The product is: [N:33]1([NH:39][C:3]([C:5]2[C:9]([CH3:10])=[C:8]([C:11]3[CH:12]=[C:13]([C:21]([F:23])([F:24])[F:22])[CH:14]=[C:15]([C:17]([F:18])([F:19])[F:20])[CH:16]=3)[N:7]([CH2:25][CH:26]3[CH2:27][CH2:28][CH2:29][CH2:30][CH2:31]3)[C:6]=2[CH3:32])=[O:2])[CH2:38][CH2:37][CH2:36][CH2:35][CH2:34]1. (7) Given the reactants [CH3:1][C:2]([OH:15])([CH2:4][CH2:5][CH2:6][CH2:7][CH2:8][CH2:9][CH2:10][CH2:11][CH2:12][CH2:13][CH3:14])[CH3:3].C(N(CC)CC)C.[Br:23][CH:24]([CH3:28])[C:25](Br)=[O:26], predict the reaction product. The product is: [Br:23][CH:24]([CH3:28])[C:25]([O:15][C:2]([CH3:1])([CH2:4][CH2:5][CH2:6][CH2:7][CH2:8][CH2:9][CH2:10][CH2:11][CH2:12][CH2:13][CH3:14])[CH3:3])=[O:26].